Dataset: Reaction yield outcomes from USPTO patents with 853,638 reactions. Task: Predict the reaction yield, written as a fraction of the theoretical maximum amount of product (1.0 means a 100% yield; for example, 0.34 means a 34% yield). (1) The product is [CH2:1]([O:3][C:4]([CH:6]1[CH2:10][CH2:9][CH2:8][CH:7]1[NH:20][CH2:12][CH2:13][C:14]1[CH:19]=[CH:18][CH:17]=[CH:16][CH:15]=1)=[O:5])[CH3:2]. The catalyst is C(O)C.C(O)(=O)C. The yield is 0.386. The reactants are [CH2:1]([O:3][C:4]([CH:6]1[CH2:10][CH2:9][CH2:8][C:7]1=O)=[O:5])[CH3:2].[CH2:12]([NH2:20])[CH2:13][C:14]1[CH:19]=[CH:18][CH:17]=[CH:16][CH:15]=1.C([BH3-])#N.[Na+]. (2) The reactants are [Br:1][C:2]1[CH:3]=[C:4]2[C:12](=[C:13]([C:15](=[O:17])[NH2:16])[CH:14]=1)[NH:11][C:10]1[CH:9]=[C:8]([C:18]([OH:20])=[O:19])[CH:7]=[CH:6][C:5]2=1.C(=O)([O-])[O-].[K+].[K+].Br[CH2:28][CH:29]1[CH2:31][CH2:30]1.[OH-].[Na+]. The catalyst is O.CO.CC(C)=O. The product is [Br:1][C:2]1[CH:3]=[C:4]2[C:12](=[C:13]([C:15](=[O:17])[NH2:16])[CH:14]=1)[N:11]([CH2:28][CH:29]1[CH2:31][CH2:30]1)[C:10]1[CH:9]=[C:8]([C:18]([O:20][CH2:28][CH:29]3[CH2:31][CH2:30]3)=[O:19])[CH:7]=[CH:6][C:5]2=1. The yield is 0.620. (3) The reactants are [CH3:1][O:2][C:3]1[CH:4]=[C:5]([CH:23]=[C:24]([O:27][CH3:28])[C:25]=1[OH:26])[O:6][C:7]1[CH:8]=[C:9]2[C:13](=[CH:14][CH:15]=1)[N:12]([CH2:16][C:17](=[O:19])[NH2:18])[C:11]([NH2:20])=[C:10]2[C:21]#[N:22].[CH3:29]COCC. No catalyst specified. The product is [CH3:28][O:27][C:24]1[CH:23]=[C:5]([CH:4]=[C:3]([O:2][CH3:1])[C:25]=1[O:26][CH3:29])[O:6][C:7]1[CH:8]=[C:9]2[C:13](=[CH:14][CH:15]=1)[N:12]([CH2:16][C:17](=[O:19])[NH2:18])[C:11]([NH2:20])=[C:10]2[C:21]#[N:22]. The yield is 0.670. (4) The reactants are C[Sn]([C:5]1[C:13]2[C:8](=[CH:9][CH:10]=[C:11]([C:14]#[N:15])[CH:12]=2)[N:7](C2CCCCO2)[N:6]=1)(C)C.Br[C:23]1[CH:24]=[N:25][C:26]2[C:31]([CH:32]=1)=[CH:30][CH:29]=[CH:28][CH:27]=2.Cl.C(=O)([O-])[O-:35].[K+].[K+]. The catalyst is CN(C)C=O.O.CO.C1C=CC([P]([Pd]([P](C2C=CC=CC=2)(C2C=CC=CC=2)C2C=CC=CC=2)([P](C2C=CC=CC=2)(C2C=CC=CC=2)C2C=CC=CC=2)[P](C2C=CC=CC=2)(C2C=CC=CC=2)C2C=CC=CC=2)(C2C=CC=CC=2)C2C=CC=CC=2)=CC=1. The product is [N:25]1[C:26]2[C:31](=[CH:30][CH:29]=[CH:28][CH:27]=2)[CH:32]=[C:23]([C:5]2[C:13]3[C:8](=[CH:9][CH:10]=[C:11]([C:14]([NH2:15])=[O:35])[CH:12]=3)[NH:7][N:6]=2)[CH:24]=1. The yield is 0.410. (5) The reactants are [F:1][C:2]1[CH:10]=[CH:9][C:5]([C:6](O)=[O:7])=[CH:4][CH:3]=1.C[CH2:12][N:13]=[C:14]=NCCCN(C)C.C(N(CC)C(C)C)(C)C.CN[N:33](NC)[SH:34](=[O:36])=[O:35]. The yield is 0.470. The product is [CH3:12][N:13]([CH3:14])[S:34]([NH:33][C:6](=[O:7])[C:5]1[CH:9]=[CH:10][C:2]([F:1])=[CH:3][CH:4]=1)(=[O:36])=[O:35]. The catalyst is ClCCCl.CN(C1C=CN=CC=1)C.O.Cl. (6) The reactants are [OH:1][C:2]1[C:3](=[O:42])[N:4]([C:25]2[S:26][C:27]([S:30]([C:33]3[CH:38]=[CH:37][C:36]([N+:39]([O-:41])=[O:40])=[CH:35][CH:34]=3)(=[O:32])=[O:31])=[CH:28][N:29]=2)[CH:5]([C:16]2[CH:21]=[CH:20][C:19]([CH:22]([CH3:24])[CH3:23])=[CH:18][CH:17]=2)[C:6]=1[C:7](=[O:15])[C:8]1[CH:13]=[CH:12][C:11]([CH3:14])=[CH:10][CH:9]=1.I[CH3:44]. No catalyst specified. The product is [CH:22]([C:19]1[CH:20]=[CH:21][C:16]([CH:5]2[N:4]([C:25]3[S:26][C:27]([S:30]([C:33]4[CH:34]=[CH:35][C:36]([N+:39]([O-:41])=[O:40])=[CH:37][CH:38]=4)(=[O:31])=[O:32])=[CH:28][N:29]=3)[C:3](=[O:42])[C:2]([O:1][CH3:44])=[C:6]2[C:7](=[O:15])[C:8]2[CH:9]=[CH:10][C:11]([CH3:14])=[CH:12][CH:13]=2)=[CH:17][CH:18]=1)([CH3:24])[CH3:23]. The yield is 0.180. (7) The reactants are [Br:1][C:2]1[C:23]([C:24]([O:26]C)=[O:25])=[C:5]2[CH:6]=[C:7]([C:10](=[O:22])[N:11]([CH2:17][CH2:18][CH:19]([CH3:21])[CH3:20])[CH2:12][CH2:13][CH:14]([CH3:16])[CH3:15])[CH:8]=[CH:9][N:4]2[N:3]=1.[Li+].[OH-]. The catalyst is C1COCC1.CO. The product is [Br:1][C:2]1[C:23]([C:24]([OH:26])=[O:25])=[C:5]2[CH:6]=[C:7]([C:10](=[O:22])[N:11]([CH2:12][CH2:13][CH:14]([CH3:15])[CH3:16])[CH2:17][CH2:18][CH:19]([CH3:20])[CH3:21])[CH:8]=[CH:9][N:4]2[N:3]=1. The yield is 0.633.